Task: Predict the reactants needed to synthesize the given product.. Dataset: Full USPTO retrosynthesis dataset with 1.9M reactions from patents (1976-2016) Given the product [OH2:2].[OH2:33].[OH2:2].[OH2:2].[B:1]([OH:4])([O-:3])[O-:2].[B:1]([OH:4])([OH:3])[OH:2].[B:1]([OH:4])([OH:3])[OH:2].[B:1]([OH:4])([OH:3])[OH:2].[B:1]([OH:4])([OH:3])[OH:2].[B:1]([OH:4])([OH:3])[OH:2].[B:1]([OH:4])([OH:3])[OH:2].[B:1]([OH:4])([OH:3])[OH:2].[Na+:37].[Na+:37], predict the reactants needed to synthesize it. The reactants are: [B:1]([O-:4])([O-:3])[OH:2].[B:1]([O-:4])([O-:3])[OH:2].B([O-])([O-])[OH:33].B([O-])([O-])O.B([O-])([O-])O.B([O-])([O-])O.B([O-])([O-])O.B([O-])([O-])O.[OH2:33].O.O.O.[Na+:37].[Na+:37].